Task: Predict the product of the given reaction.. Dataset: Forward reaction prediction with 1.9M reactions from USPTO patents (1976-2016) (1) The product is: [CH2:27]([O:1][C:2]1[C:12]2[CH2:11][CH2:10][N:9]([C:13](=[O:18])[C:14]([F:17])([F:15])[F:16])[CH2:8][CH2:7][C:6]=2[CH:5]=[CH:4][CH:3]=1)[CH:26]=[CH2:25]. Given the reactants [OH:1][C:2]1[C:12]2[CH2:11][CH2:10][N:9]([C:13](=[O:18])[C:14]([F:17])([F:16])[F:15])[CH2:8][CH2:7][C:6]=2[CH:5]=[CH:4][CH:3]=1.C(=O)([O-])[O-].[K+].[K+].[CH2:25](Br)[CH:26]=[CH2:27], predict the reaction product. (2) Given the reactants [C:1]([O:10]C)(=O)[C:2]1[C:3](=[CH:5][CH:6]=[CH:7][CH:8]=1)[OH:4].[CH3:12][NH2:13], predict the reaction product. The product is: [OH:4][C:3]1[CH:5]=[CH:6][CH:7]=[CH:8][C:2]=1[C:1]([NH:13][CH3:12])=[O:10]. (3) Given the reactants [Br:1][C:2]1[CH:3]=[C:4]([Cl:31])[C:5](=[O:30])[N:6]([CH2:18][CH2:19][C:20]2[CH:29]=[CH:28][C:23]([C:24]([O:26]C)=[O:25])=[CH:22][CH:21]=2)[C:7]=1[CH2:8][N:9]1[CH2:13][CH2:12][CH2:11][C@@H:10]1[CH2:14][CH:15]([CH3:17])[CH3:16].Cl.[OH-].[Na+].O, predict the reaction product. The product is: [Br:1][C:2]1[CH:3]=[C:4]([Cl:31])[C:5](=[O:30])[N:6]([CH2:18][CH2:19][C:20]2[CH:21]=[CH:22][C:23]([C:24]([OH:26])=[O:25])=[CH:28][CH:29]=2)[C:7]=1[CH2:8][N:9]1[CH2:13][CH2:12][CH2:11][C@@H:10]1[CH2:14][CH:15]([CH3:16])[CH3:17]. (4) The product is: [CH3:1][C@:2]1([CH2:24][N:25]2[C:29]3[CH:30]=[C:31]([C:34]#[N:35])[CH:32]=[CH:33][C:28]=3[N:27]=[CH:26]2)[CH2:23][CH2:22][CH2:21][C:4](=[O:5])[CH2:3]1. Given the reactants [CH3:1][C@:2]1([CH2:24][N:25]2[C:29]3[CH:30]=[C:31]([C:34]#[N:35])[CH:32]=[CH:33][C:28]=3[N:27]=[CH:26]2)[CH2:23][CH2:22][CH2:21][C:4]2(O[C@H](C3C=CC=CC=3)[C@@H](C3C=CC=CC=3)[O:5]2)[CH2:3]1, predict the reaction product.